Dataset: CYP2C19 inhibition data for predicting drug metabolism from PubChem BioAssay. Task: Regression/Classification. Given a drug SMILES string, predict its absorption, distribution, metabolism, or excretion properties. Task type varies by dataset: regression for continuous measurements (e.g., permeability, clearance, half-life) or binary classification for categorical outcomes (e.g., BBB penetration, CYP inhibition). Dataset: cyp2c19_veith. (1) The compound is O=C(Nc1ccccc1N1CCOCC1)c1ccc([N+](=O)[O-])cc1. The result is 0 (non-inhibitor). (2) The drug is NC(=NCCc1ccc(I)cc1)SCCCc1cnc[nH]1. The result is 0 (non-inhibitor). (3) The compound is COCCn1c(=O)c(-c2ccc(OC)cc2)nc2cnc(N3CCNCC3)nc21. The result is 0 (non-inhibitor). (4) The molecule is CCCCOc1cc(C[C@@H]2CNC(=O)N2)ccc1OC. The result is 0 (non-inhibitor). (5) The compound is CC(C)C(NC(=O)C1CCCCC1)C(=O)NCc1ccccn1. The result is 0 (non-inhibitor).